Predict which catalyst facilitates the given reaction. From a dataset of Catalyst prediction with 721,799 reactions and 888 catalyst types from USPTO. (1) Reactant: C(N(CC)CC)C.Cl.[NH2:9][C@@H:10]([CH2:15][NH:16][C:17]([O:19][C:20]([CH3:23])([CH3:22])[CH3:21])=[O:18])[C:11]([O:13][CH3:14])=[O:12].Br[CH2:25][CH2:26][CH2:27][CH2:28]Br. Product: [C:20]([O:19][C:17]([NH:16][CH2:15][C@H:10]([N:9]1[CH2:28][CH2:27][CH2:26][CH2:25]1)[C:11]([O:13][CH3:14])=[O:12])=[O:18])([CH3:23])([CH3:22])[CH3:21]. The catalyst class is: 107. (2) Reactant: [N:1]([C:4]1[CH:5]=[C:6]([CH3:12])[C:7]([C:10]#[N:11])=[N:8][CH:9]=1)=[C:2]=[S:3].[C:13]([C:15]1([NH:19][C:20]2[CH:29]=[CH:28][C:23]([C:24]([NH:26][CH3:27])=[O:25])=[C:22]([F:30])[CH:21]=2)[CH2:18][CH2:17][CH2:16]1)#N.C[OH:32].Cl. Product: [C:10]([C:7]1[N:8]=[CH:9][C:4]([N:1]2[C:13](=[O:32])[C:15]3([CH2:18][CH2:17][CH2:16]3)[N:19]([C:20]3[CH:29]=[CH:28][C:23]([C:24]([NH:26][CH3:27])=[O:25])=[C:22]([F:30])[CH:21]=3)[C:2]2=[S:3])=[CH:5][C:6]=1[CH3:12])#[N:11]. The catalyst class is: 287. (3) Reactant: C(OC([N:8]1[C:16]2[C:11](=[CH:12][CH:13]=[CH:14][CH:15]=2)[CH:10]=[C:9]1[C:17]1[N:22]=[C:21]([NH:23][C:24]2[CH:32]=[CH:31][C:27]([C:28](O)=[O:29])=[CH:26][C:25]=2[O:33][CH3:34])[CH:20]=[N:19][CH:18]=1)=O)(C)(C)C.[NH2:35][CH2:36][CH2:37][OH:38].CN(C(ON1N=NC2C=CC=CC1=2)=[N+](C)C)C.[B-](F)(F)(F)F. Product: [OH:38][CH2:37][CH2:36][NH:35][C:28](=[O:29])[C:27]1[CH:31]=[CH:32][C:24]([NH:23][C:21]2[CH:20]=[N:19][CH:18]=[C:17]([C:9]3[NH:8][C:16]4[C:11]([CH:10]=3)=[CH:12][CH:13]=[CH:14][CH:15]=4)[N:22]=2)=[C:25]([O:33][CH3:34])[CH:26]=1. The catalyst class is: 3. (4) Reactant: [Cl:1][C:2]1[CH:7]=[CH:6][C:5]([S:8]([C:11]23[CH2:26][CH2:25][CH:24]([OH:27])[CH2:23][CH:12]2[CH2:13][O:14][C:15]2[C:20]3=[C:19]([F:21])[CH:18]=[CH:17][C:16]=2[F:22])(=[O:10])=[O:9])=[CH:4][CH:3]=1.[C:28](Cl)([Cl:30])=[O:29].N1C=CC=CC=1. Product: [Cl:30][C:28]([O:27][CH:24]1[CH2:23][CH:12]2[CH2:13][O:14][C:15]3[C:20]([C:11]2([S:8]([C:5]2[CH:4]=[CH:3][C:2]([Cl:1])=[CH:7][CH:6]=2)(=[O:10])=[O:9])[CH2:26][CH2:25]1)=[C:19]([F:21])[CH:18]=[CH:17][C:16]=3[F:22])=[O:29]. The catalyst class is: 2.